Dataset: Forward reaction prediction with 1.9M reactions from USPTO patents (1976-2016). Task: Predict the product of the given reaction. (1) Given the reactants Cl.[C:2]1(=O)C2(CCNCC2)CCN1.C(N(CC)CC)C.BrC1C=C(S(Cl)(=O)=O)C=C(C(F)(F)F)C=1.Br[C:36]1[CH:37]=[C:38]([S:46]([N:49]2[CH2:59][CH2:58][C:52]3([C:56](=[O:57])[NH:55][CH2:54][CH2:53]3)[CH2:51][CH2:50]2)(=[O:48])=[O:47])[CH:39]=[C:40]([C:42]([F:45])([F:44])[F:43])[CH:41]=1.C(=O)([O-])[O-].[K+].[K+].CB1OB(C)OB(C)O1, predict the reaction product. The product is: [CH3:2][C:36]1[CH:37]=[C:38]([S:46]([N:49]2[CH2:50][CH2:51][C:52]3([C:56](=[O:57])[NH:55][CH2:54][CH2:53]3)[CH2:58][CH2:59]2)(=[O:47])=[O:48])[CH:39]=[C:40]([C:42]([F:44])([F:45])[F:43])[CH:41]=1. (2) Given the reactants [N:1]1[C:10]2[C:5](=[CH:6][CH:7]=[CH:8][CH:9]=2)[CH:4]=[C:3]([NH:11][S:12]([C:15]2[C:16]([O:30][CH3:31])=[N:17][CH:18]=[C:19](B3OC(C)(C)C(C)(C)O3)[CH:20]=2)(=[O:14])=[O:13])[CH:2]=1.OO.CC(O)=[O:36], predict the reaction product. The product is: [N:1]1[C:10]2[C:5](=[CH:6][CH:7]=[CH:8][CH:9]=2)[CH:4]=[C:3]([NH:11][S:12]([C:15]2[C:16]([O:30][CH3:31])=[N:17][CH:18]=[C:19]([OH:36])[CH:20]=2)(=[O:14])=[O:13])[CH:2]=1.